Dataset: Catalyst prediction with 721,799 reactions and 888 catalyst types from USPTO. Task: Predict which catalyst facilitates the given reaction. Reactant: [F:1][C:2]1[CH:7]=[CH:6][N:5]=[C:4]([NH2:8])[C:3]=1[CH2:9][NH:10][CH2:11][C:12]1[CH:17]=[CH:16][C:15]([O:18][CH3:19])=[CH:14][CH:13]=1.C1N=CN([C:25](N2C=NC=C2)=[O:26])C=1.CC(=O)OCC. Product: [F:1][C:2]1[C:3]2[CH2:9][N:10]([CH2:11][C:12]3[CH:17]=[CH:16][C:15]([O:18][CH3:19])=[CH:14][CH:13]=3)[C:25](=[O:26])[NH:8][C:4]=2[N:5]=[CH:6][CH:7]=1. The catalyst class is: 23.